This data is from Catalyst prediction with 721,799 reactions and 888 catalyst types from USPTO. The task is: Predict which catalyst facilitates the given reaction. (1) Reactant: CC1N2N=NN=C2C2N=C(CCC)N(CCCS(C3C=CC(C(Cl)=O)=CC=3)(=O)=O)C=2C=1C.CNCCCC.N1CCOCC1.[CH2:45]([N:49]([CH3:81])[C:50](=[O:80])[C:51]1[CH:56]=[CH:55][C:54]([S:57]([CH2:60][CH2:61][CH2:62][N:63]2[C:71]3[C:70]([CH3:72])=[C:69]([CH3:73])[N:68]4N=N[N:76]=[C:67]4[C:66]=3[N:65]=[C:64]2[CH2:77][CH2:78][CH3:79])(=[O:59])=[O:58])=[CH:53][CH:52]=1)[CH2:46][CH2:47][CH3:48]. Product: [NH2:76][C:67]1[C:66]2[N:65]=[C:64]([CH2:77][CH2:78][CH3:79])[N:63]([CH2:62][CH2:61][CH2:60][S:57]([C:54]3[CH:55]=[CH:56][C:51]([C:50]([N:49]([CH2:45][CH2:46][CH2:47][CH3:48])[CH3:81])=[O:80])=[CH:52][CH:53]=3)(=[O:59])=[O:58])[C:71]=2[C:70]([CH3:72])=[C:69]([CH3:73])[N:68]=1. The catalyst class is: 4. (2) Reactant: [CH2:1]([C:5]1[CH:13]=[CH:12][C:8]([C:9]([OH:11])=O)=[CH:7][C:6]=1[CH3:14])[CH:2]([CH3:4])[CH3:3].ON1C2C=CC=CC=2N=N1.Cl.C(N=C=NCCCN(C)C)C.[Si]([O:44][CH2:45][C:46]1[N:51]=[CH:50][C:49]([C:52](=[N:54]O)[NH2:53])=[CH:48][CH:47]=1)(C(C)(C)C)(C)C.[F-].C([N+](CCCC)(CCCC)CCCC)CCC. Product: [CH2:1]([C:5]1[CH:13]=[CH:12][C:8]([C:9]2[O:11][N:54]=[C:52]([C:49]3[CH:48]=[CH:47][C:46]([CH2:45][OH:44])=[N:51][CH:50]=3)[N:53]=2)=[CH:7][C:6]=1[CH3:14])[CH:2]([CH3:3])[CH3:4]. The catalyst class is: 7. (3) Reactant: C[O:2][C:3](=[O:32])[C:4]1[CH:9]=[CH:8][CH:7]=[C:6]([C:10]([N:12]2[CH2:17][CH2:16][CH2:15][CH2:14][C@H:13]2[CH2:18][NH:19][C:20]2[CH:29]=[N:28][C:27]3[C:22](=[CH:23][C:24]([F:31])=[C:25]([F:30])[CH:26]=3)[N:21]=2)=[O:11])[CH:5]=1.[OH-].[Na+]. Product: [F:30][C:25]1[CH:26]=[C:27]2[C:22](=[CH:23][C:24]=1[F:31])[N:21]=[C:20]([NH:19][CH2:18][C@@H:13]1[CH2:14][CH2:15][CH2:16][CH2:17][N:12]1[C:10]([C:6]1[CH:5]=[C:4]([CH:9]=[CH:8][CH:7]=1)[C:3]([OH:32])=[O:2])=[O:11])[CH:29]=[N:28]2. The catalyst class is: 24.